This data is from Peptide-MHC class II binding affinity with 134,281 pairs from IEDB. The task is: Regression. Given a peptide amino acid sequence and an MHC pseudo amino acid sequence, predict their binding affinity value. This is MHC class II binding data. (1) The peptide sequence is LIEDYFEALSLQLSG. The MHC is H-2-IAb with pseudo-sequence H-2-IAb. The binding affinity (normalized) is 0.185. (2) The peptide sequence is VIGLLPQNMVLTTQG. The MHC is DRB1_0405 with pseudo-sequence DRB1_0405. The binding affinity (normalized) is 0.646. (3) The binding affinity (normalized) is 0.383. The peptide sequence is GELQIVDKIDAAVKI. The MHC is DRB3_0202 with pseudo-sequence DRB3_0202. (4) The peptide sequence is KTYKNVYIDTYHN. The MHC is DRB1_0701 with pseudo-sequence DRB1_0701. The binding affinity (normalized) is 0.175. (5) The peptide sequence is NGSQFFLCTAKTAWL. The MHC is DRB5_0101 with pseudo-sequence DRB5_0101. The binding affinity (normalized) is 0.487. (6) The peptide sequence is PPVSFHGSDGCWYPM. The MHC is DRB3_0101 with pseudo-sequence DRB3_0101. The binding affinity (normalized) is 0.600.